Dataset: Peptide-MHC class I binding affinity with 185,985 pairs from IEDB/IMGT. Task: Regression. Given a peptide amino acid sequence and an MHC pseudo amino acid sequence, predict their binding affinity value. This is MHC class I binding data. (1) The peptide sequence is KFNPMKTYI. The MHC is HLA-B40:01 with pseudo-sequence HLA-B40:01. The binding affinity (normalized) is 0. (2) The peptide sequence is YIGDFDSVI. The MHC is Patr-B0101 with pseudo-sequence Patr-B0101. The binding affinity (normalized) is 0.355. (3) The peptide sequence is RVYEALYYV. The MHC is HLA-A68:02 with pseudo-sequence HLA-A68:02. The binding affinity (normalized) is 0.717. (4) The MHC is H-2-Db with pseudo-sequence H-2-Db. The peptide sequence is SQTPNYDRL. The binding affinity (normalized) is 0.695. (5) The peptide sequence is SGVKNPGGYCL. The binding affinity (normalized) is 0.605. The MHC is H-2-Db with pseudo-sequence H-2-Db. (6) The peptide sequence is KTFDTEYQK. The MHC is HLA-A03:01 with pseudo-sequence HLA-A03:01. The binding affinity (normalized) is 0.590. (7) The peptide sequence is FWLMVYEGL. The MHC is HLA-A02:06 with pseudo-sequence HLA-A02:06. The binding affinity (normalized) is 0.419. (8) The peptide sequence is AQPTSWPL. The MHC is H-2-Db with pseudo-sequence H-2-Db. The binding affinity (normalized) is 0.